Dataset: Forward reaction prediction with 1.9M reactions from USPTO patents (1976-2016). Task: Predict the product of the given reaction. Given the reactants C(OC([N:8]1[CH2:27][CH2:26][CH2:25][C:10]2([N:13]([C:14]([O:16][CH2:17][C:18]3[CH:23]=[CH:22][CH:21]=[CH:20][CH:19]=3)=[O:15])[CH2:12][CH:11]2[CH3:24])[CH2:9]1)=O)(C)(C)C.FC(F)(F)C(O)=O.[OH-].[Na+], predict the reaction product. The product is: [CH2:17]([O:16][C:14]([N:13]1[C:10]2([CH2:25][CH2:26][CH2:27][NH:8][CH2:9]2)[CH:11]([CH3:24])[CH2:12]1)=[O:15])[C:18]1[CH:19]=[CH:20][CH:21]=[CH:22][CH:23]=1.